This data is from Forward reaction prediction with 1.9M reactions from USPTO patents (1976-2016). The task is: Predict the product of the given reaction. Given the reactants [Br:1][C:2]1[C:3]2[CH2:10][CH2:9][CH:8]([NH2:11])[C:4]=2[CH:5]=[N:6][CH:7]=1.[CH2:12]([S:14](Cl)(=[O:16])=[O:15])[CH3:13], predict the reaction product. The product is: [Br:1][C:2]1[C:3]2[CH2:10][CH2:9][CH:8]([NH:11][S:14]([CH2:12][CH3:13])(=[O:16])=[O:15])[C:4]=2[CH:5]=[N:6][CH:7]=1.